From a dataset of Full USPTO retrosynthesis dataset with 1.9M reactions from patents (1976-2016). Predict the reactants needed to synthesize the given product. (1) The reactants are: [C:1]1(=[O:11])[NH:5][C:4](=[O:6])[C:3]2=[CH:7][CH:8]=[CH:9][CH:10]=[C:2]12.[K].Br[CH2:14][CH2:15][CH2:16][C:17]([CH3:27])([CH3:26])[CH2:18][O:19][CH:20]1[CH2:25][CH2:24][CH2:23][CH2:22][O:21]1.CCOCC. Given the product [CH3:27][C:17]([CH3:26])([CH2:18][O:19][CH:20]1[CH2:25][CH2:24][CH2:23][CH2:22][O:21]1)[CH2:16][CH2:15][CH2:14][N:5]1[C:1](=[O:11])[C:2]2[C:3](=[CH:7][CH:8]=[CH:9][CH:10]=2)[C:4]1=[O:6], predict the reactants needed to synthesize it. (2) Given the product [CH2:29]([O:31][P:32]([C:2]1[CH:7]=[N:6][C:5]([NH:8][C:9](=[O:28])[C:10]2[CH:15]=[C:14]([O:16][CH2:17][CH2:18][C:19]3[CH:23]=[CH:22][S:21][CH:20]=3)[CH:13]=[C:12]([O:24][CH:25]([CH3:27])[CH3:26])[CH:11]=2)=[CH:4][CH:3]=1)([CH3:34])=[O:33])[CH3:30], predict the reactants needed to synthesize it. The reactants are: Br[C:2]1[CH:3]=[CH:4][C:5]([NH:8][C:9](=[O:28])[C:10]2[CH:15]=[C:14]([O:16][CH2:17][CH2:18][C:19]3[CH:23]=[CH:22][S:21][CH:20]=3)[CH:13]=[C:12]([O:24][CH:25]([CH3:27])[CH3:26])[CH:11]=2)=[N:6][CH:7]=1.[CH2:29]([O:31][PH:32]([CH3:34])=[O:33])[CH3:30].CCN(CC)CC. (3) Given the product [F:11][C:10]([F:13])([F:12])[C:4]1[CH:5]=[C:6]([CH2:8][OH:9])[CH:7]=[C:2]([C:20]2[CH:21]=[N:22][C:23]([C:26]([F:29])([F:28])[F:27])=[N:24][CH:25]=2)[N:3]=1, predict the reactants needed to synthesize it. The reactants are: Cl[C:2]1[CH:7]=[C:6]([CH2:8][OH:9])[CH:5]=[C:4]([C:10]([F:13])([F:12])[F:11])[N:3]=1.CC1(C)OB([C:20]2[CH:21]=[N:22][C:23]([C:26]([F:29])([F:28])[F:27])=[N:24][CH:25]=2)OC1(C)C.C(=O)([O-])[O-].[K+].[K+]. (4) Given the product [CH3:16][O:15][C:12]1[CH:13]=[C:14]2[C:9](=[CH:10][C:11]=1[O:17][CH3:18])[N:8]=[CH:7][CH:6]=[C:5]2[O:4][C:3]1[CH:19]=[CH:20][C:21]([CH3:23])=[CH:22][C:2]=1[NH:1][C:24]1[CH:29]=[CH:28][CH:27]=[CH:26][CH:25]=1, predict the reactants needed to synthesize it. The reactants are: [NH2:1][C:2]1[CH:22]=[C:21]([CH3:23])[CH:20]=[CH:19][C:3]=1[O:4][C:5]1[C:14]2[C:9](=[CH:10][C:11]([O:17][CH3:18])=[C:12]([O:15][CH3:16])[CH:13]=2)[N:8]=[CH:7][CH:6]=1.[C:24]1(B(O)O)[CH:29]=[CH:28][CH:27]=[CH:26][CH:25]=1. (5) Given the product [N:15]1[CH:16]=[CH:17][C:12]([CH2:11][NH:10][C:2]2[N:9]=[CH:8][CH:7]=[CH:6][C:3]=2[C:4]#[N:5])=[CH:13][CH:14]=1, predict the reactants needed to synthesize it. The reactants are: Cl[C:2]1[N:9]=[CH:8][CH:7]=[CH:6][C:3]=1[C:4]#[N:5].[NH2:10][CH2:11][C:12]1[CH:17]=[CH:16][N:15]=[CH:14][CH:13]=1. (6) Given the product [C:15]([O:14][C:13](=[O:19])[NH:12][C@@H:4]([CH2:5][C:6]1[CH:11]=[CH:10][CH:9]=[CH:8][CH:7]=1)[C@H:2]([OH:1])[CH2:3][NH:29][CH2:28][C:24]1[CH:25]=[CH:26][CH:27]=[C:22]([C:21]([F:20])([F:30])[F:31])[CH:23]=1)([CH3:18])([CH3:17])[CH3:16], predict the reactants needed to synthesize it. The reactants are: [O:1]1[CH2:3][C@@H:2]1[C@@H:4]([NH:12][C:13](=[O:19])[O:14][C:15]([CH3:18])([CH3:17])[CH3:16])[CH2:5][C:6]1[CH:11]=[CH:10][CH:9]=[CH:8][CH:7]=1.[F:20][C:21]([F:31])([F:30])[C:22]1[CH:23]=[C:24]([CH2:28][NH2:29])[CH:25]=[CH:26][CH:27]=1. (7) Given the product [C:38](=[O:59])([O:39][CH2:40][CH2:41][S:42][S:43][C:44]1[CH:49]=[CH:48][CH:47]=[CH:46][N:45]=1)[O:27][CH2:26][CH2:25][N:9]1[C@@H:8]2[C@H:10]1[CH2:11][CH2:12][CH2:13][C@H:14]([CH3:24])[C@H:15]([OH:23])[C@@H:16]([CH3:22])[C:17](=[O:21])[C:18]([CH3:19])([CH3:20])[C@@H:2]([OH:1])[CH2:3][C:4](=[O:37])[O:5][C@H:6](/[C:28](/[CH3:36])=[CH:29]/[C:30]1[N:31]=[C:32]([CH3:35])[S:33][CH:34]=1)[CH2:7]2, predict the reactants needed to synthesize it. The reactants are: [OH:1][CH:2]1[C:18]([CH3:20])([CH3:19])[C:17](=[O:21])[CH:16]([CH3:22])[CH:15]([OH:23])[CH:14]([CH3:24])[CH2:13][CH2:12][CH2:11][CH:10]2[CH:8]([N:9]2[CH2:25][CH2:26][OH:27])[CH2:7][CH:6]([C:28]([CH3:36])=[CH:29][C:30]2[N:31]=[C:32]([CH3:35])[S:33][CH:34]=2)[O:5][C:4](=[O:37])[CH2:3]1.[C:38](=O)([O-:59])[O:39][CH2:40][CH:41](N1C2C=CC=CC=2N=N1)[S:42][S:43][C:44]1[CH:49]=[CH:48][CH:47]=[CH:46][N:45]=1.